Dataset: Reaction yield outcomes from USPTO patents with 853,638 reactions. Task: Predict the reaction yield, written as a fraction of the theoretical maximum amount of product (1.0 means a 100% yield; for example, 0.34 means a 34% yield). (1) The reactants are C([O:4][CH2:5][CH2:6][CH2:7][C:8]1[CH:13]=[CH:12][CH:11]=[C:10]([C:14]#[N:15])[N:9]=1)(=O)C.C(=O)([O-])[O-].[K+].[K+]. The catalyst is CO. The product is [OH:4][CH2:5][CH2:6][CH2:7][C:8]1[N:9]=[C:10]([C:14]#[N:15])[CH:11]=[CH:12][CH:13]=1. The yield is 0.920. (2) The reactants are Cl[CH2:2][CH2:3][CH2:4][CH2:5][CH2:6][N:7]1[C:15]2[C:10](=[CH:11][CH:12]=[CH:13][CH:14]=2)[CH:9]=[CH:8]1.[CH3:16][CH:17]([CH3:33])[C:18]([NH:20][C:21]1[CH:26]=[CH:25][CH:24]=[C:23]([CH:27]2[CH2:32][CH2:31][NH:30][CH2:29][CH2:28]2)[CH:22]=1)=[O:19].C([O-])([O-])=O.[K+].[K+].[Na+].[I-]. The catalyst is CN(C=O)C. The product is [N:7]1([CH2:6][CH2:5][CH2:4][CH2:3][CH2:2][N:30]2[CH2:31][CH2:32][CH:27]([C:23]3[CH:22]=[C:21]([NH:20][C:18](=[O:19])[CH:17]([CH3:16])[CH3:33])[CH:26]=[CH:25][CH:24]=3)[CH2:28][CH2:29]2)[C:15]2[C:10](=[CH:11][CH:12]=[CH:13][CH:14]=2)[CH:9]=[CH:8]1. The yield is 0.810. (3) The yield is 0.740. The catalyst is C1COCC1.CCOCC.O. The reactants are [O:1]1[C:5]2[CH:6]=[CH:7][C:8]([C:10]3([C:13]([NH:15][C:16]4[CH:25]=[CH:24][C:19]([C:20](OC)=[O:21])=[C:18]([Br:26])[CH:17]=4)=[O:14])[CH2:12][CH2:11]3)=[CH:9][C:4]=2[O:3][CH2:2]1.[Li+].[BH4-]. The product is [O:1]1[C:5]2[CH:6]=[CH:7][C:8]([C:10]3([C:13]([NH:15][C:16]4[CH:25]=[CH:24][C:19]([CH2:20][OH:21])=[C:18]([Br:26])[CH:17]=4)=[O:14])[CH2:12][CH2:11]3)=[CH:9][C:4]=2[O:3][CH2:2]1. (4) The reactants are [CH2:1]([O:8][C:9]1[CH:10]=[C:11]([OH:16])[CH:12]=[C:13]([CH3:15])[CH:14]=1)[C:2]1[CH:7]=[CH:6][CH:5]=[CH:4][CH:3]=1.[CH2:17]([O:19][C:20](=[O:31])[CH:21]=[CH:22][C:23]1[CH:28]=[CH:27][C:26](F)=[CH:25][C:24]=1[CH3:30])[CH3:18].C(=O)([O-])[O-].[K+].[K+].Cl. The catalyst is CS(C)=O.CCOCC. The product is [CH2:17]([O:19][C:20](=[O:31])[CH:21]=[CH:22][C:23]1[CH:28]=[CH:27][C:26]([O:16][C:11]2[CH:12]=[C:13]([CH3:15])[CH:14]=[C:9]([O:8][CH2:1][C:2]3[CH:7]=[CH:6][CH:5]=[CH:4][CH:3]=3)[CH:10]=2)=[CH:25][C:24]=1[CH3:30])[CH3:18]. The yield is 0.580. (5) The reactants are [CH3:1][C:2]1[O:6][N:5]=[C:4]([C:7]2[CH:14]=[CH:13][C:10]([CH2:11][NH2:12])=[C:9]([N+:15]([O-:17])=[O:16])[CH:8]=2)[N:3]=1.[CH3:18][O:19][C:20]1[CH:21]=[C:22]([CH:26]=[C:27]([O:30][CH3:31])[C:28]=1[CH3:29])[C:23](O)=[O:24].CCN=C=NCCCN(C)C.C1C=NC2N(O)N=NC=2C=1. The catalyst is ClCCl.CN(C=O)C.C(OCC)(=O)C. The product is [CH3:31][O:30][C:27]1[CH:26]=[C:22]([CH:21]=[C:20]([O:19][CH3:18])[C:28]=1[CH3:29])[C:23]([NH:12][CH2:11][C:10]1[CH:13]=[CH:14][C:7]([C:4]2[N:3]=[C:2]([CH3:1])[O:6][N:5]=2)=[CH:8][C:9]=1[N+:15]([O-:17])=[O:16])=[O:24]. The yield is 0.940. (6) The reactants are [CH3:1][S:2]([C:5]1[CH:10]=[CH:9][C:8]([C:11]2[C:12]([O:22][C:23]3[CH:28]=[CH:27][C:26]([O:29][CH2:30][CH2:31][N:32]4[CH2:37][CH2:36][CH2:35][CH2:34][CH2:33]4)=[CH:25][CH:24]=3)=[C:13]3[C:18](=[CH:19][CH:20]=2)[CH:17]=[C:16]([OH:21])[CH:15]=[CH:14]3)=[CH:7][CH:6]=1)(=[O:4])=[O:3].[F:38][C:39]1[CH:47]=[CH:46][C:42]([C:43](Cl)=[O:44])=[CH:41][CH:40]=1.C(=O)(O)[O-].[Na+]. The catalyst is ClCCl. The product is [CH3:1][S:2]([C:5]1[CH:6]=[CH:7][C:8]([C:11]2[C:12]([O:22][C:23]3[CH:28]=[CH:27][C:26]([O:29][CH2:30][CH2:31][N:32]4[CH2:37][CH2:36][CH2:35][CH2:34][CH2:33]4)=[CH:25][CH:24]=3)=[C:13]3[C:18](=[CH:19][CH:20]=2)[CH:17]=[C:16]([O:21][C:43](=[O:44])[C:42]2[CH:46]=[CH:47][C:39]([F:38])=[CH:40][CH:41]=2)[CH:15]=[CH:14]3)=[CH:9][CH:10]=1)(=[O:4])=[O:3]. The yield is 0.730. (7) The reactants are [CH2:1]([O:8][C:9]1[C:14](=[O:15])[CH:13]=[C:12]([CH2:16][NH:17][S:18]([C:21]2[CH:26]=[CH:25][CH:24]=[C:23]([Cl:27])[CH:22]=2)(=[O:20])=[O:19])O[C:10]=1[C:28]([OH:30])=[O:29])[C:2]1[CH:7]=[CH:6][CH:5]=[CH:4][CH:3]=1.C1(S(C(N)C2[N:46](C)[C:45](C(O)=O)=C(OCC3C=CC=CC=3)C(=O)C=2)(=O)=O)C=CC=CC=1. No catalyst specified. The product is [CH2:1]([O:8][C:9]1[C:14](=[O:15])[CH:13]=[C:12]([CH2:16][NH:17][S:18]([C:21]2[CH:26]=[CH:25][CH:24]=[C:23]([Cl:27])[CH:22]=2)(=[O:20])=[O:19])[N:46]([CH3:45])[C:10]=1[C:28]([OH:30])=[O:29])[C:2]1[CH:7]=[CH:6][CH:5]=[CH:4][CH:3]=1. The yield is 0.786. (8) The reactants are [C:1](Cl)(=[O:10])[CH:2]=[CH:3][C:4]1[CH:9]=[CH:8][CH:7]=[CH:6][CH:5]=1.[C:12]([C:16]1[CH:42]=[CH:41][C:19]([CH2:20][O:21][C:22]2[CH:23]=[C:24]([CH:38]=[CH:39][CH:40]=2)[C:25]([NH:27][C:28]2[CH:33]=[CH:32][CH:31]=[CH:30][C:29]=2[S:34](=[O:37])(=[O:36])[NH2:35])=[O:26])=[CH:18][CH:17]=1)([CH3:15])([CH3:14])[CH3:13]. The product is [C:12]([C:16]1[CH:42]=[CH:41][C:19]([CH2:20][O:21][C:22]2[CH:23]=[C:24]([CH:38]=[CH:39][CH:40]=2)[C:25]([NH:27][C:28]2[CH:33]=[CH:32][CH:31]=[CH:30][C:29]=2[S:34]([NH:35][C:1](=[O:10])[CH:2]=[CH:3][C:4]2[CH:9]=[CH:8][CH:7]=[CH:6][CH:5]=2)(=[O:36])=[O:37])=[O:26])=[CH:18][CH:17]=1)([CH3:15])([CH3:13])[CH3:14]. The catalyst is CN(C)C1C=CN=CC=1.O1CCCC1. The yield is 0.950. (9) The reactants are C([Si](C1C=CC=CC=1)(C1C=CC=CC=1)[O:6][CH2:7][CH2:8][CH:9]1[C:15]2[CH:16]=[CH:17][C:18]([O:20][C:21](=[O:25])[N:22]([CH3:24])[CH3:23])=[CH:19][C:14]=2[CH:13]=[CH:12][CH2:11][N:10]1[C:26]([O:28][C:29]([CH3:32])([CH3:31])[CH3:30])=[O:27])(C)(C)C.[F-].C([N+](CCCC)(CCCC)CCCC)CCC.O. The catalyst is O1CCCC1. The product is [CH3:24][N:22]([CH3:23])[C:21]([O:20][C:18]1[CH:17]=[CH:16][C:15]2[CH:9]([CH2:8][CH2:7][OH:6])[N:10]([C:26]([O:28][C:29]([CH3:31])([CH3:32])[CH3:30])=[O:27])[CH2:11][CH:12]=[CH:13][C:14]=2[CH:19]=1)=[O:25]. The yield is 0.960. (10) The reactants are [CH3:1][CH:2]([OH:4])[CH3:3].C(N(CC)CC)C.[F:12][C:13]1[CH:14]=[CH:15][C:16]([C:19](F)=[O:20])=[N:17][CH:18]=1. The catalyst is O. The product is [F:12][C:13]1[CH:14]=[CH:15][C:16]([C:19]([O:4][CH:2]([CH3:3])[CH3:1])=[O:20])=[N:17][CH:18]=1. The yield is 0.230.